Dataset: Forward reaction prediction with 1.9M reactions from USPTO patents (1976-2016). Task: Predict the product of the given reaction. (1) Given the reactants Br[C:2]1[CH:7]=[CH:6][C:5]([Cl:8])=[CH:4][C:3]=1[CH2:9][O:10]COC.C([Li])CCC.CCCCCC.[B:25](OC)(OC)[O:26]C, predict the reaction product. The product is: [Cl:8][C:5]1[CH:6]=[CH:7][C:2]2[B:25]([OH:26])[O:10][CH2:9][C:3]=2[CH:4]=1. (2) Given the reactants [C:1]([CH2:3][C:4]1[CH:5]=[C:6]([NH:10][C:11]([C:13]2[CH:18]=[CH:17][CH:16]=[C:15](Br)[N:14]=2)=[O:12])[CH:7]=[CH:8][CH:9]=1)#[N:2].[F:20][C:21]1[CH:22]=[C:23](B(O)O)[CH:24]=[CH:25][CH:26]=1, predict the reaction product. The product is: [C:1]([CH2:3][C:4]1[CH:5]=[C:6]([NH:10][C:11]([C:13]2[CH:18]=[CH:17][CH:16]=[C:15]([C:25]3[CH:24]=[CH:23][CH:22]=[C:21]([F:20])[CH:26]=3)[N:14]=2)=[O:12])[CH:7]=[CH:8][CH:9]=1)#[N:2]. (3) Given the reactants [C:1]([O:5][C:6]([NH:8][CH:9]([C:11]([OH:13])=O)[CH3:10])=[O:7])([CH3:4])([CH3:3])[CH3:2].C(N(CC)CC)C.C(Cl)(=O)OCC(C)C.[NH2:29][C:30]1[CH:31]=[C:32]([CH:37]=[CH:38][C:39]=1[OH:40])[C:33]([O:35][CH3:36])=[O:34], predict the reaction product. The product is: [C:1]([O:5][C:6]([NH:8][C@H:9]([C:11]([NH:29][C:30]1[CH:31]=[C:32]([CH:37]=[CH:38][C:39]=1[OH:40])[C:33]([O:35][CH3:36])=[O:34])=[O:13])[CH3:10])=[O:7])([CH3:2])([CH3:3])[CH3:4].